From a dataset of Full USPTO retrosynthesis dataset with 1.9M reactions from patents (1976-2016). Predict the reactants needed to synthesize the given product. (1) Given the product [N:10]1([C:8]2[N:9]=[C:4]3[CH:3]=[C:2]([O:1][C:19]4[CH:24]=[CH:23][CH:22]=[CH:21][CH:20]=4)[CH:18]=[CH:17][N:5]3[C:6](=[O:16])[CH:7]=2)[CH2:11][CH2:12][O:13][CH2:14][CH2:15]1, predict the reactants needed to synthesize it. The reactants are: [OH:1][C:2]1[CH:18]=[CH:17][N:5]2[C:6](=[O:16])[CH:7]=[C:8]([N:10]3[CH2:15][CH2:14][O:13][CH2:12][CH2:11]3)[N:9]=[C:4]2[CH:3]=1.[C:19]1(B(O)O)[CH:24]=[CH:23][CH:22]=[CH:21][CH:20]=1.C(N(CC)CC)C. (2) Given the product [F:25][C:26]1[CH:31]=[CH:30][C:29]([C:2]2[C:3](=[O:24])[N:4]([CH2:16][CH2:17][C:18]3[CH:23]=[CH:22][CH:21]=[CH:20][CH:19]=3)[C:5]([C:9]3[CH:14]=[CH:13][CH:12]=[CH:11][C:10]=3[OH:15])=[N:6][C:7]=2[CH3:8])=[CH:28][CH:27]=1, predict the reactants needed to synthesize it. The reactants are: Cl[C:2]1[C:3](=[O:24])[N:4]([CH2:16][CH2:17][C:18]2[CH:23]=[CH:22][CH:21]=[CH:20][CH:19]=2)[C:5]([C:9]2[CH:14]=[CH:13][CH:12]=[CH:11][C:10]=2[OH:15])=[N:6][C:7]=1[CH3:8].[F:25][C:26]1[CH:31]=[CH:30][C:29]([Sn](CCCC)(CCCC)CCCC)=[CH:28][CH:27]=1.C([Sn](CCCC)(CCCC)C1C=NC=CN=1)CCC.B(Br)(Br)Br.